This data is from Forward reaction prediction with 1.9M reactions from USPTO patents (1976-2016). The task is: Predict the product of the given reaction. Given the reactants Br[C:2]1[CH:14]=[N:13][C:12]2[C:11]3[CH:10]=[CH:9][C:8]([S:15]([CH3:18])(=[O:17])=[O:16])=[CH:7][C:6]=3[NH:5][C:4]=2[CH:3]=1.[F:19][C:20]1([F:35])[CH2:25][CH2:24][CH:23]([CH:26]([C:28]2[C:33]([F:34])=[CH:32][CH:31]=CN=2)O)[CH2:22][CH2:21]1.C1(P(C2C=CC=CC=2)C2C=CC=CC=2)C=CC=CC=1.CC(O[C:59](/[N:61]=N/C(OC(C)C)=O)=O)C, predict the reaction product. The product is: [F:35][C:20]1([F:19])[CH2:21][CH2:22][CH:23]([CH:26]([C:28]2[CH:59]=[N:61][CH:31]=[CH:32][C:33]=2[F:34])[N:5]2[C:6]3[CH:7]=[C:8]([S:15]([CH3:18])(=[O:17])=[O:16])[CH:9]=[CH:10][C:11]=3[C:12]3[N:13]=[CH:14][CH:2]=[CH:3][C:4]2=3)[CH2:24][CH2:25]1.